From a dataset of Full USPTO retrosynthesis dataset with 1.9M reactions from patents (1976-2016). Predict the reactants needed to synthesize the given product. Given the product [NH2:3][CH2:2][CH2:6][CH2:5][NH:4][CH:8]=[N:9][S:10]([C:13]1[CH:14]=[CH:15][C:16]([CH3:19])=[CH:17][CH:18]=1)(=[O:12])=[O:11], predict the reactants needed to synthesize it. The reactants are: C[C:2]1[CH:6]=[C:5](C)[N:4]([C:8](=N)[NH:9][S:10]([C:13]2[CH:18]=[CH:17][C:16]([CH3:19])=[CH:15][CH:14]=2)(=[O:12])=[O:11])[N:3]=1.CS(O)(=O)=O.C(N)CC.